Task: Predict the product of the given reaction.. Dataset: Forward reaction prediction with 1.9M reactions from USPTO patents (1976-2016) (1) Given the reactants [CH3:1][O:2][C:3]1[CH:4]=[C:5]([CH2:13][CH2:14][C:15](Cl)=[O:16])[CH:6]=[CH:7][C:8]=1[O:9][CH2:10][C:11]#[CH:12].Cl.[CH2:19]1[C:27]2[C:22](=[CH:23][C:24]([CH2:28][NH2:29])=[CH:25][CH:26]=2)[CH2:21][CH2:20]1.C(N(CC)CC)C.O1CCCC1, predict the reaction product. The product is: [CH2:19]1[C:27]2[C:22](=[CH:23][C:24]([CH2:28][NH:29][C:15](=[O:16])[CH2:14][CH2:13][C:5]3[CH:6]=[CH:7][C:8]([O:9][CH2:10][C:11]#[CH:12])=[C:3]([O:2][CH3:1])[CH:4]=3)=[CH:25][CH:26]=2)[CH2:21][CH2:20]1. (2) Given the reactants [CH:1]1([CH:4]([C:6]2[CH:7]=[C:8]([CH:13]=[CH:14][CH:15]=2)[C:9](OC)=[O:10])[CH3:5])[CH2:3][CH2:2]1.[H-].[Al+3].[Li+].[H-].[H-].[H-], predict the reaction product. The product is: [CH:1]1([CH:4]([C:6]2[CH:7]=[C:8]([CH2:9][OH:10])[CH:13]=[CH:14][CH:15]=2)[CH3:5])[CH2:3][CH2:2]1. (3) The product is: [Cl:26][C:23]1[CH:24]=[CH:25][C:20]([O:19][C:17](=[O:18])[N:3]([CH2:4][CH2:5][C@H:6]2[CH2:11][CH2:10][C@H:9](/[CH:12]=[CH:13]/[CH2:14][OH:15])[CH2:8][CH2:7]2)[CH3:2])=[CH:21][CH:22]=1. Given the reactants Cl.[CH3:2][NH:3][CH2:4][CH2:5][C@H:6]1[CH2:11][CH2:10][C@H:9](/[CH:12]=[CH:13]/[CH2:14][OH:15])[CH2:8][CH2:7]1.Cl[C:17]([O:19][C:20]1[CH:25]=[CH:24][C:23]([Cl:26])=[CH:22][CH:21]=1)=[O:18].C(N(C(C)C)CC)(C)C, predict the reaction product. (4) Given the reactants [H-].[Al+3].[Li+].[H-].[H-].[H-].C(O[C:10]([C:12]1[N:13]([CH2:26][C:27]#[N:28])[C:14]2[C:19]([CH:20]=1)=[CH:18][C:17]([O:21][C:22]([F:25])([F:24])[F:23])=[CH:16][CH:15]=2)=O)C.C(C(C(C([O-])=O)O)O)([O-])=O.[K+].[Na+], predict the reaction product. The product is: [F:23][C:22]([F:24])([F:25])[O:21][C:17]1[CH:16]=[CH:15][C:14]2[N:13]3[CH2:26][CH2:27][NH:28][CH2:10][C:12]3=[CH:20][C:19]=2[CH:18]=1. (5) Given the reactants [CH3:1][N:2]([CH3:21])[C:3]1[N:7]([CH2:8][C:9]2[CH:14]=[CH:13][CH:12]=[CH:11][C:10]=2[F:15])[N:6]=[C:5]([C:16](OCC)=[O:17])[CH:4]=1.[NH3:22], predict the reaction product. The product is: [CH3:1][N:2]([CH3:21])[C:3]1[N:7]([CH2:8][C:9]2[CH:14]=[CH:13][CH:12]=[CH:11][C:10]=2[F:15])[N:6]=[C:5]([C:16]([NH2:22])=[O:17])[CH:4]=1. (6) Given the reactants [Cl:1][C:2]1[CH:3]=[C:4]([C:9](=O)[CH2:10][C:11](=O)[C:12]([F:15])([F:14])[F:13])[CH:5]=[CH:6][C:7]=1[Cl:8].[NH2:18][C:19]1[C:23]([C:24]2[CH:29]=[CH:28][CH:27]=[CH:26][N:25]=2)=[CH:22][NH:21][N:20]=1, predict the reaction product. The product is: [Cl:1][C:2]1[CH:3]=[C:4]([C:9]2[CH:10]=[C:11]([C:12]([F:15])([F:14])[F:13])[N:20]3[N:21]=[CH:22][C:23]([C:24]4[CH:29]=[CH:28][CH:27]=[CH:26][N:25]=4)=[C:19]3[N:18]=2)[CH:5]=[CH:6][C:7]=1[Cl:8]. (7) Given the reactants [CH2:1]([C:8]1([N:15]([CH3:17])[CH3:16])[CH2:13][CH2:12][C:11](=O)[CH2:10][CH2:9]1)[C:2]1[CH:7]=[CH:6][CH:5]=[CH:4][CH:3]=1.Cl.[CH3:19][NH2:20].C(O[BH-](OC(=O)C)OC(=O)C)(=O)C.[Na+].[OH-].[Na+], predict the reaction product. The product is: [CH2:1]([C:8]1([N:15]([CH3:17])[CH3:16])[CH2:13][CH2:12][CH:11]([NH:20][CH3:19])[CH2:10][CH2:9]1)[C:2]1[CH:7]=[CH:6][CH:5]=[CH:4][CH:3]=1. (8) The product is: [CH2:40]([NH:47][CH2:15][C:17]1[CH:18]=[C:19]([CH2:33][N:34]2[CH2:39][CH2:38][O:37][CH2:36][CH2:35]2)[CH:20]=[C:21]2[C:26]=1[N:25]=[CH:24][C:23]([C:27]([O:29][CH2:30][CH3:31])=[O:28])=[C:22]2[OH:32])[C:41]1[CH:46]=[CH:45][CH:44]=[CH:43][CH:42]=1. Given the reactants C(O[BH-](OC(=O)C)OC(=O)C)(=O)C.[Na+].[CH:15]([C:17]1[CH:18]=[C:19]([CH2:33][N:34]2[CH2:39][CH2:38][O:37][CH2:36][CH2:35]2)[CH:20]=[C:21]2[C:26]=1[N:25]=[CH:24][C:23]([C:27]([O:29][CH2:30][CH3:31])=[O:28])=[C:22]2[OH:32])=O.[CH2:40]([NH2:47])[C:41]1[CH:46]=[CH:45][CH:44]=[CH:43][CH:42]=1.C(O)(=O)C, predict the reaction product. (9) Given the reactants [NH2:1][C:2]([NH:4][NH:5][C:6](=O)[CH2:7][C:8]([O:10][CH2:11][CH3:12])=[O:9])=[S:3].[O-]CC.[Na+], predict the reaction product. The product is: [SH:3][C:2]1[NH:4][N:5]=[C:6]([CH2:7][C:8]([O:10][CH2:11][CH3:12])=[O:9])[N:1]=1. (10) Given the reactants [CH3:1][CH:2]([CH3:22])[C@@H:3]([N:8]1[CH:17]=[CH:16][C:15]2[C:10](=[CH:11][CH:12]=[CH:13][C:14]=2[N+:18]([O-])=O)[C:9]1=[O:21])[C:4]([NH:6][CH3:7])=[O:5].CO, predict the reaction product. The product is: [NH2:18][C:14]1[CH:13]=[CH:12][CH:11]=[C:10]2[C:15]=1[CH:16]=[CH:17][N:8]([C@H:3]([CH:2]([CH3:22])[CH3:1])[C:4]([NH:6][CH3:7])=[O:5])[C:9]2=[O:21].